Dataset: Full USPTO retrosynthesis dataset with 1.9M reactions from patents (1976-2016). Task: Predict the reactants needed to synthesize the given product. (1) Given the product [C:1]([O:5][C:6](=[O:18])[NH:7][CH:8]([C:11]1[CH:16]=[CH:15][C:14]([O:17][CH2:25][C:26]([F:29])([F:28])[F:27])=[CH:13][CH:12]=1)[CH2:9][CH3:10])([CH3:2])([CH3:3])[CH3:4], predict the reactants needed to synthesize it. The reactants are: [C:1]([O:5][C:6](=[O:18])[NH:7][CH:8]([C:11]1[CH:16]=[CH:15][C:14]([OH:17])=[CH:13][CH:12]=1)[CH2:9][CH3:10])([CH3:4])([CH3:3])[CH3:2].FC(F)(F)S(O[CH2:25][C:26]([F:29])([F:28])[F:27])(=O)=O.C(=O)([O-])[O-].[K+].[K+]. (2) Given the product [N:1]([CH2:2][C:3]([O:5][C:6]([CH3:9])([CH3:8])[CH3:7])=[O:4])=[C:10]=[O:11], predict the reactants needed to synthesize it. The reactants are: [NH2:1][CH2:2][C:3]([O:5][C:6]([CH3:9])([CH3:8])[CH3:7])=[O:4].[C:10]([O-])(O)=[O:11].[Na+].ClC(Cl)(OC(=O)OC(Cl)(Cl)Cl)Cl. (3) Given the product [NH3:12].[CH3:8][OH:9].[Cl:41][C:42]1[CH:43]=[C:44]([CH:54]=[CH:55][C:56]=1[Cl:57])[CH2:45][N:46]1[CH2:51][CH2:50][O:49][CH:48]([CH2:52][NH:53][C:14](=[O:16])[CH2:13][C:11]2[N:12]=[C:8]([C:5]3[CH:4]=[CH:3][C:2]([F:1])=[CH:7][CH:6]=3)[O:9][C:10]=2[CH3:17])[CH2:47]1, predict the reactants needed to synthesize it. The reactants are: [F:1][C:2]1[CH:7]=[CH:6][C:5]([C:8]2[O:9][C:10]([CH3:17])=[C:11]([CH2:13][C:14]([OH:16])=O)[N:12]=2)=[CH:4][CH:3]=1.O.ON1C2C=CC=CC=2N=N1.Cl.CN(C)CCCN=C=NCC.[Cl:41][C:42]1[CH:43]=[C:44]([CH:54]=[CH:55][C:56]=1[Cl:57])[CH2:45][N:46]1[CH2:51][CH2:50][O:49][CH:48]([CH2:52][NH2:53])[CH2:47]1.